Dataset: Catalyst prediction with 721,799 reactions and 888 catalyst types from USPTO. Task: Predict which catalyst facilitates the given reaction. (1) Reactant: [CH3:1][O:2][C:3]1[CH:8]=[CH:7][C:6]([CH2:9][CH:10]([NH:12][CH:13]=O)[CH3:11])=[CH:5][CH:4]=1.C(Cl)(=O)C(Cl)=O.Cl. Product: [CH3:1][O:2][C:3]1[CH:8]=[C:7]2[C:6]([CH2:9][CH:10]([CH3:11])[N:12]=[CH:13]2)=[CH:5][CH:4]=1. The catalyst class is: 2. (2) Reactant: FC(F)(F)C(O)=O.[C:8]1([C:14]2[CH:19]=[C:18]([CH:20]3[CH2:25][CH2:24][NH:23][CH2:22][CH2:21]3)[CH:17]=[CH:16][C:15]=2[NH:26][C:27]([C:29]2[NH:30][CH:31]=[C:32]([C:34]#[N:35])[N:33]=2)=[O:28])[CH2:13][CH2:12][CH2:11][CH2:10][CH:9]=1.CCN(CC)CC.C[Si]([N:47]=[C:48]=[O:49])(C)C. Product: [C:34]([C:32]1[N:33]=[C:29]([C:27]([NH:26][C:15]2[CH:16]=[CH:17][C:18]([CH:20]3[CH2:21][CH2:22][N:23]([C:48]([NH2:47])=[O:49])[CH2:24][CH2:25]3)=[CH:19][C:14]=2[C:8]2[CH2:13][CH2:12][CH2:11][CH2:10][CH:9]=2)=[O:28])[NH:30][CH:31]=1)#[N:35]. The catalyst class is: 2.